From a dataset of Peptide-MHC class I binding affinity with 185,985 pairs from IEDB/IMGT. Regression. Given a peptide amino acid sequence and an MHC pseudo amino acid sequence, predict their binding affinity value. This is MHC class I binding data. (1) The peptide sequence is KLMHLDVTL. The MHC is HLA-B07:02 with pseudo-sequence HLA-B07:02. The binding affinity (normalized) is 0.144. (2) The peptide sequence is RYDYANLCQ. The MHC is HLA-A02:01 with pseudo-sequence HLA-A02:01. The binding affinity (normalized) is 0.0847. (3) The peptide sequence is LLNETAKVI. The MHC is HLA-A02:02 with pseudo-sequence HLA-A02:02. The binding affinity (normalized) is 0.467. (4) The peptide sequence is LMMSSPPPI. The MHC is HLA-A02:12 with pseudo-sequence HLA-A02:12. The binding affinity (normalized) is 1.00. (5) The peptide sequence is IAFLNPIYI. The MHC is H-2-Kb with pseudo-sequence H-2-Kb. The binding affinity (normalized) is 0.246. (6) The peptide sequence is VHDREGNEV. The MHC is HLA-A03:01 with pseudo-sequence HLA-A03:01. The binding affinity (normalized) is 0.0847. (7) The peptide sequence is LLNETAKVIK. The MHC is HLA-A68:01 with pseudo-sequence HLA-A68:01. The binding affinity (normalized) is 0.233.